From a dataset of Peptide-MHC class I binding affinity with 185,985 pairs from IEDB/IMGT. Regression. Given a peptide amino acid sequence and an MHC pseudo amino acid sequence, predict their binding affinity value. This is MHC class I binding data. (1) The peptide sequence is FQFTLHWEL. The MHC is BoLA-HD6 with pseudo-sequence BoLA-HD6. The binding affinity (normalized) is 0.511. (2) The peptide sequence is IPQSLASWWTSL. The MHC is H-2-Ld with pseudo-sequence H-2-Ld. The binding affinity (normalized) is 0.867. (3) The peptide sequence is DMYFCHFYK. The MHC is HLA-B15:01 with pseudo-sequence HLA-B15:01. The binding affinity (normalized) is 0.0847. (4) The peptide sequence is PVPIPFAA. The MHC is Mamu-A01 with pseudo-sequence Mamu-A01. The binding affinity (normalized) is 0.472. (5) The peptide sequence is VTDGGEVGE. The MHC is HLA-B15:01 with pseudo-sequence HLA-B15:01. The binding affinity (normalized) is 0.0847. (6) The peptide sequence is RDYVDRFFKTL. The MHC is HLA-A02:01 with pseudo-sequence HLA-A02:01. The binding affinity (normalized) is 0. (7) The peptide sequence is DTLKVGNTY. The MHC is HLA-B07:02 with pseudo-sequence HLA-B07:02. The binding affinity (normalized) is 0.0847. (8) The peptide sequence is TVYGLGADV. The MHC is HLA-B51:01 with pseudo-sequence HLA-B51:01. The binding affinity (normalized) is 0.0847. (9) The peptide sequence is WIPKRNRSI. The MHC is HLA-B07:02 with pseudo-sequence HLA-B07:02. The binding affinity (normalized) is 0.402.